This data is from Reaction yield outcomes from USPTO patents with 853,638 reactions. The task is: Predict the reaction yield, written as a fraction of the theoretical maximum amount of product (1.0 means a 100% yield; for example, 0.34 means a 34% yield). (1) The product is [NH:36]1[C:37]2[C:42](=[CH:41][CH:40]=[CH:39][CH:38]=2)[C:34]([C:31]2[CH2:32][CH2:33][N:28]([CH2:12][C@@H:13]3[O:27][C:17]4=[C:18]5[C:23](=[CH:24][CH:25]=[C:16]4[O:15][CH2:14]3)[N:22]=[C:21]([CH3:26])[CH:20]=[CH:19]5)[CH2:29][CH:30]=2)=[CH:35]1. The reactants are CC1C=CC(S(O[CH2:12][C@@H:13]2[O:27][C:17]3=[C:18]4[C:23](=[CH:24][CH:25]=[C:16]3[O:15][CH2:14]2)[N:22]=[C:21]([CH3:26])[CH:20]=[CH:19]4)(=O)=O)=CC=1.[NH:28]1[CH2:33][CH:32]=[C:31]([C:34]2[C:42]3[C:37](=[CH:38][CH:39]=[CH:40][CH:41]=3)[NH:36][CH:35]=2)[CH2:30][CH2:29]1.C([O-])([O-])=O.[K+].[K+].CN(C=O)C. The yield is 0.720. The catalyst is C1COCC1.O. (2) The catalyst is O. The product is [Br:13][C:6]1[CH:7]=[CH:8][C:9]([N+:10]([O-:12])=[O:11])=[C:4]([CH:1]([OH:3])[CH3:2])[CH:5]=1. The reactants are [C:1]([C:4]1[CH:5]=[C:6]([Br:13])[CH:7]=[CH:8][C:9]=1[N+:10]([O-:12])=[O:11])(=[O:3])[CH3:2].[BH4-].[Na+]. The yield is 0.710.